This data is from Forward reaction prediction with 1.9M reactions from USPTO patents (1976-2016). The task is: Predict the product of the given reaction. (1) Given the reactants [Br:1][C:2]1[N:6]([C:7]([CH3:10])([CH3:9])[CH3:8])[N:5]=[CH:4][C:3]=1[CH2:11][C:12]1(C(O)=O)[CH2:17][CH2:16][N:15]([C:18]([O:20][C:21]([CH3:24])([CH3:23])[CH3:22])=[O:19])[CH2:14][CH2:13]1.C([N:30]([CH2:33]C)CC)C.C1(P(N=[N+]=[N-])(C2C=CC=CC=2)=[O:42])C=CC=CC=1, predict the reaction product. The product is: [Br:1][C:2]1[N:6]([C:7]([CH3:9])([CH3:10])[CH3:8])[N:5]=[CH:4][C:3]=1[CH2:11][C:12]1([N:30]=[C:33]=[O:42])[CH2:13][CH2:14][N:15]([C:18]([O:20][C:21]([CH3:24])([CH3:22])[CH3:23])=[O:19])[CH2:16][CH2:17]1. (2) Given the reactants [Cl:1][C:2]1[CH:9]=[CH:8][C:5]([CH2:6][OH:7])=[CH:4][CH:3]=1.[Na].Cl[C:12]1[N:17]=[C:16]([O:18][CH3:19])[N:15]=[C:14]([NH:20][C:21]2[CH:26]=[CH:25][C:24]([N:27]3[CH:31]=[C:30]([CH3:32])[N:29]=[CH:28]3)=[C:23]([O:33][CH3:34])[CH:22]=2)[N:13]=1, predict the reaction product. The product is: [Cl:1][C:2]1[CH:9]=[CH:8][C:5]([CH2:6][O:7][C:12]2[N:17]=[C:16]([O:18][CH3:19])[N:15]=[C:14]([NH:20][C:21]3[CH:26]=[CH:25][C:24]([N:27]4[CH:31]=[C:30]([CH3:32])[N:29]=[CH:28]4)=[C:23]([O:33][CH3:34])[CH:22]=3)[N:13]=2)=[CH:4][CH:3]=1. (3) Given the reactants CC1C(C)=CC2N(CC=O)C3C(C(=O)NC(=O)N=3)=NC=2C=1.C(N)C1C=CC=CC=1.[CH2:30]([N:37](C)[CH2:38][CH2:39][N:40]1[C:49]2[C:44]([C:45](=[O:51])[NH:46][C:47](=[O:50])[N:48]=2)=[N:43][C:42]2[CH:52]=[C:53]([CH3:57])[C:54]([CH3:56])=[CH:55][C:41]1=2)[C:31]1[CH:36]=[CH:35][CH:34]=[CH:33][CH:32]=1, predict the reaction product. The product is: [CH2:30]([NH:37][CH2:38][CH2:39][N:40]1[C:49]2[C:44]([C:45](=[O:51])[NH:46][C:47](=[O:50])[N:48]=2)=[N:43][C:42]2[CH:52]=[C:53]([CH3:57])[C:54]([CH3:56])=[CH:55][C:41]1=2)[C:31]1[CH:32]=[CH:33][CH:34]=[CH:35][CH:36]=1. (4) Given the reactants [C:1]1([CH:11]=O)[C:10]2[C:5](=[CH:6][CH:7]=[CH:8][CH:9]=2)[CH:4]=[CH:3][CH:2]=1.[CH2:13]([O:15][C:16](=[O:21])[CH2:17][N+:18]([O-:20])=[O:19])[CH3:14].CN1CCOCC1, predict the reaction product. The product is: [CH2:13]([O:15][C:16](=[O:21])[C:17]([N+:18]([O-:20])=[O:19])=[CH:11][C:1]1[C:10]2[C:5](=[CH:6][CH:7]=[CH:8][CH:9]=2)[CH:4]=[CH:3][CH:2]=1)[CH3:14]. (5) Given the reactants [CH2:1]([O:8][C:9]1[CH:13]=[C:12]([C:14]([O:16]C)=[O:15])[N:11]([CH3:18])[N:10]=1)[C:2]1[CH:7]=[CH:6][CH:5]=[CH:4][CH:3]=1.[OH-].[Na+].Cl, predict the reaction product. The product is: [CH2:1]([O:8][C:9]1[CH:13]=[C:12]([C:14]([OH:16])=[O:15])[N:11]([CH3:18])[N:10]=1)[C:2]1[CH:7]=[CH:6][CH:5]=[CH:4][CH:3]=1.